This data is from Reaction yield outcomes from USPTO patents with 853,638 reactions. The task is: Predict the reaction yield, written as a fraction of the theoretical maximum amount of product (1.0 means a 100% yield; for example, 0.34 means a 34% yield). (1) The reactants are [Br:1][C:2]1[CH:3]=[C:4]([CH:11]([NH:14][C:15]([CH3:18])([CH3:17])[CH3:16])[CH2:12][OH:13])[CH:5]=[C:6]([C:9]#[N:10])[C:7]=1[NH2:8].[C:19]([C@@:27]([C:42]([OH:44])=[O:43])([OH:41])[C@@:28]([C:33](=[O:40])[C:34]1[CH:39]=[CH:38][CH:37]=[CH:36][CH:35]=1)([OH:32])[C:29]([OH:31])=[O:30])(=[O:26])[C:20]1[CH:25]=[CH:24][CH:23]=[CH:22][CH:21]=1.C(OCC)C. The catalyst is C(O)C. The product is [C:33]([C@@:28]([C:29]([OH:31])=[O:30])([OH:32])[C@@:27]([C:19](=[O:26])[C:20]1[CH:25]=[CH:24][CH:23]=[CH:22][CH:21]=1)([OH:41])[C:42]([OH:44])=[O:43])(=[O:40])[C:34]1[CH:39]=[CH:38][CH:37]=[CH:36][CH:35]=1.[Br:1][C:2]1[CH:3]=[C:4]([CH:11]([NH:14][C:15]([CH3:18])([CH3:17])[CH3:16])[CH2:12][OH:13])[CH:5]=[C:6]([C:9]#[N:10])[C:7]=1[NH2:8]. The yield is 0.820. (2) The reactants are C1(C2N=CNN=2)CC1.[H-].[Na+].CS(OC1CC(C2N3C4C=CN(COCC[Si](C)(C)C)C=4N=CC3=NN=2)C(CC)C1)(=O)=O.[CH:43]1([C:46]2[N:50]=[CH:49][N:48]([CH:51]3[CH2:55][CH:54]([C:56]4[N:60]5[C:61]6[CH:67]=[CH:66][N:65](COCC[Si](C)(C)C)[C:62]=6[N:63]=[CH:64][C:59]5=[N:58][N:57]=4)[CH:53]([CH2:76][CH3:77])[CH2:52]3)[N:47]=2)[CH2:45][CH2:44]1.[CH:78]1([C:81]2[N:85]([CH:86]3[CH2:90][CH:89]([C:91]4[N:95]5[C:96]6[CH:102]=[CH:101][N:100](COCC[Si](C)(C)C)[C:97]=6[N:98]=[CH:99][C:94]5=[N:93][N:92]=4)[CH:88]([CH2:111][CH3:112])[CH2:87]3)[N:84]=[CH:83][N:82]=2)[CH2:80][CH2:79]1.FC(F)(F)C(O)=O. The catalyst is CN(C=O)C.C(Cl)Cl. The product is [CH:43]1([C:46]2[N:50]=[CH:49][N:48]([C@@H:51]3[CH2:55][C@H:54]([C:56]4[N:60]5[C:61]6[CH:67]=[CH:66][NH:65][C:62]=6[N:63]=[CH:64][C:59]5=[N:58][N:57]=4)[C@H:53]([CH2:76][CH3:77])[CH2:52]3)[N:47]=2)[CH2:45][CH2:44]1.[CH:78]1([C:81]2[N:85]([C@@H:86]3[CH2:90][C@H:89]([C:91]4[N:95]5[C:96]6[CH:102]=[CH:101][NH:100][C:97]=6[N:98]=[CH:99][C:94]5=[N:93][N:92]=4)[C@H:88]([CH2:111][CH3:112])[CH2:87]3)[N:84]=[CH:83][N:82]=2)[CH2:80][CH2:79]1. The yield is 0.250. (3) The reactants are Cl.Cl[CH2:3][CH2:4][N:5]1[CH2:10][CH2:9][O:8][CH2:7][CH2:6]1.[I-:11].[Na+]. The catalyst is CC(C)=O. The product is [I:11][CH2:3][CH2:4][N:5]1[CH2:10][CH2:9][O:8][CH2:7][CH2:6]1. The yield is 0.590. (4) The reactants are Br[C:2]1[CH:7]=[CH:6][C:5]([C:8]2[N:9]([CH2:14][C@@H:15]3[CH2:19][CH2:18][N:17]([C:20]([CH:22]4[CH2:24][CH2:23]4)=[O:21])[CH2:16]3)[C:10](=[O:13])[NH:11][N:12]=2)=[C:4]([Cl:25])[CH:3]=1.[NH:26]1[C:34]2[C:29](=[CH:30][CH:31]=[C:32](B(O)O)[CH:33]=2)[CH:28]=[CH:27]1.C([O-])([O-])=O.[K+].[K+].O1CCOCC1. The catalyst is O.C1C=CC(P(C2C=CC=CC=2)[C-]2C=CC=C2)=CC=1.C1C=CC(P(C2C=CC=CC=2)[C-]2C=CC=C2)=CC=1.Cl[Pd]Cl.[Fe+2]. The product is [Cl:25][C:4]1[CH:3]=[C:2]([C:32]2[CH:33]=[C:34]3[C:29]([CH:28]=[CH:27][NH:26]3)=[CH:30][CH:31]=2)[CH:7]=[CH:6][C:5]=1[C:8]1[N:9]([CH2:14][C@@H:15]2[CH2:19][CH2:18][N:17]([C:20]([CH:22]3[CH2:24][CH2:23]3)=[O:21])[CH2:16]2)[C:10](=[O:13])[NH:11][N:12]=1. The yield is 0.627. (5) The reactants are FC(F)(F)[C:3](O)=[O:4].[C:8]1([C:14]2[NH:18][C:17](=[O:19])[C:16]3([CH2:24][CH2:23][NH:22][CH2:21][CH2:20]3)[N:15]=2)[CH:13]=[CH:12][CH:11]=[CH:10][CH:9]=1.[NH2:25][C@H:26]1[C:39](=[O:40])[N:38]([CH2:41][C:42]([CH3:45])([CH3:44])[CH3:43])[CH2:37][C:29]2[C:30]3[CH:31]=[N:32][NH:33][C:34]=3[CH:35]=[CH:36][C:28]=2[CH2:27]1. No catalyst specified. The product is [CH3:43][C:42]([CH3:45])([CH3:44])[CH2:41][N:38]1[CH2:37][C:29]2[C:30]3[CH:31]=[N:32][NH:33][C:34]=3[CH:35]=[CH:36][C:28]=2[CH2:27][C@@H:26]([NH:25][C:3]([N:22]2[CH2:23][CH2:24][C:16]3([N:15]=[C:14]([C:8]4[CH:9]=[CH:10][CH:11]=[CH:12][CH:13]=4)[NH:18][C:17]3=[O:19])[CH2:20][CH2:21]2)=[O:4])[C:39]1=[O:40]. The yield is 0.250. (6) The reactants are CC1N=C(N2CCN(C3C=CC=CC=3)C2=O)SC=1C(OCC)=O.[C:24]([C:27]1[S:31][C:30]([N:32]2[CH2:36][CH2:35][N:34]([CH2:37][C:38]3[CH:47]=[CH:46][C:41]([C:42]([O:44]C)=[O:43])=[CH:40][CH:39]=3)[C:33]2=[O:48])=[N:29][C:28]=1[CH3:49])(=[O:26])[CH3:25]. The yield is 0.850. The product is [C:24]([C:27]1[S:31][C:30]([N:32]2[CH2:36][CH2:35][N:34]([CH2:37][C:38]3[CH:47]=[CH:46][C:41]([C:42]([OH:44])=[O:43])=[CH:40][CH:39]=3)[C:33]2=[O:48])=[N:29][C:28]=1[CH3:49])(=[O:26])[CH3:25]. No catalyst specified. (7) The reactants are C([Li])CCC.[CH3:6][Si:7]([CH3:18])([CH3:17])[CH2:8][CH2:9][O:10][CH2:11][N:12]1[CH:16]=[CH:15][N:14]=[N:13]1.[CH3:19][Si:20]([CH3:27])([CH3:26])[C:21]#[C:22][C:23](=[O:25])[CH3:24]. The catalyst is C1COCC1. The product is [CH3:19][Si:20]([CH3:27])([CH3:26])[C:21]#[C:22][C:23]([C:15]1[N:14]=[N:13][N:12]([CH2:11][O:10][CH2:9][CH2:8][Si:7]([CH3:18])([CH3:17])[CH3:6])[CH:16]=1)([OH:25])[CH3:24]. The yield is 0.220. (8) The reactants are [B-](F)(F)(F)[CH:2]=[CH2:3].[K+].Cl[C:9]1[C:10]([O:19][C@H:20]2[CH2:24][N:23]([C:25](=[O:46])[C@H:26]([CH:41]3[CH2:45][CH2:44][CH2:43][CH2:42]3)[NH:27][C:28]([N:30]3[CH2:34][CH2:33][C@H:32]([O:35][CH2:36][CH2:37][CH2:38][CH:39]=[CH2:40])[CH2:31]3)=[O:29])[C@H:22]([C:47]([O:49][CH3:50])=[O:48])[CH2:21]2)=[N:11][C:12]2[C:17]([N:18]=1)=[CH:16][CH:15]=[CH:14][CH:13]=2. The catalyst is CCO.C1C=CC(P(C2C=CC=CC=2)[C-]2C=CC=C2)=CC=1.C1C=CC(P(C2C=CC=CC=2)[C-]2C=CC=C2)=CC=1.Cl[Pd]Cl.[Fe+2].C(Cl)Cl. The product is [CH:41]1([C@H:26]([NH:27][C:28]([N:30]2[CH2:34][CH2:33][C@H:32]([O:35][CH2:36][CH2:37][CH2:38][CH:39]=[CH2:40])[CH2:31]2)=[O:29])[C:25]([N:23]2[CH2:24][C@H:20]([O:19][C:10]3[C:9]([CH:2]=[CH2:3])=[N:18][C:17]4[C:12](=[CH:13][CH:14]=[CH:15][CH:16]=4)[N:11]=3)[CH2:21][C@H:22]2[C:47]([O:49][CH3:50])=[O:48])=[O:46])[CH2:45][CH2:44][CH2:43][CH2:42]1. The yield is 0.790.